From a dataset of Forward reaction prediction with 1.9M reactions from USPTO patents (1976-2016). Predict the product of the given reaction. (1) The product is: [OH:18][CH2:17][C:16]1[C:15](=[O:14])[NH:23][CH:22]=[CH:21][CH:20]=1. Given the reactants C[Si](C)(C)[Si](C)(C)C.Cl[Si](C)(C)C.[OH:14][C:15]1[N:23]=[CH:22][CH:21]=[CH:20][C:16]=1[C:17](O)=[O:18].[H-].C([Al+]CC(C)C)C(C)C.Cl, predict the reaction product. (2) Given the reactants [CH3:1][C@@H:2]1[S:7][C:6]2[S:8][C:9]([S:11]([NH2:14])(=[O:13])=[O:12])=[CH:10][C:5]=2[C:4](=[O:15])[CH2:3]1.C(N(CC)CC)C.O, predict the reaction product. The product is: [OH:15][CH:4]1[CH2:3][C@H:2]([CH3:1])[S:7][C:6]2[S:8][C:9]([S:11]([NH2:14])(=[O:13])=[O:12])=[CH:10][C:5]1=2. (3) Given the reactants [CH3:1][S:2][C:3]1[N:8]=[CH:7][C:6]([CH2:9]O)=[CH:5][N:4]=1.C(N(CC)CC)C.CS([Cl:22])(=O)=O, predict the reaction product. The product is: [Cl:22][CH2:9][C:6]1[CH:5]=[N:4][C:3]([S:2][CH3:1])=[N:8][CH:7]=1. (4) Given the reactants Br[C:2]1[N:3]=[C:4]2[C:10]3[CH:11]=[CH:12][CH:13]=[CH:14][C:9]=3[NH:8][C:7]3[N:15]=[CH:16][CH:17]=[CH:18][C:6]=3[N:5]2[C:19]=1[C:20]1[CH:25]=[CH:24][C:23]([C:26]2([NH:30]C(=O)OC(C)(C)C)[CH2:29][CH2:28][CH2:27]2)=[CH:22][CH:21]=1.CC1(C)C(C)(C)OB([C:46]2[CH:47]=[N:48][NH:49][CH:50]=2)O1.[O-]P([O-])([O-])=O.[K+].[K+].[K+], predict the reaction product. The product is: [NH:49]1[CH:50]=[C:46]([C:2]2[N:3]=[C:4]3[C:10]4[CH:11]=[CH:12][CH:13]=[CH:14][C:9]=4[NH:8][C:7]4[N:15]=[CH:16][CH:17]=[CH:18][C:6]=4[N:5]3[C:19]=2[C:20]2[CH:21]=[CH:22][C:23]([C:26]3([NH2:30])[CH2:29][CH2:28][CH2:27]3)=[CH:24][CH:25]=2)[CH:47]=[N:48]1. (5) Given the reactants [F:1][C:2]1[CH:3]=[C:4]([F:29])[C:5]2[C:9]([CH:10]=1)=[N:8][N:7]1[C:11](=[O:28])[CH:12]=[C:13]([CH:15]3[CH2:20][CH2:19][N:18](C(OC(C)(C)C)=O)[CH2:17][CH2:16]3)[NH:14][C:6]=21.[ClH:30], predict the reaction product. The product is: [ClH:30].[F:1][C:2]1[CH:3]=[C:4]([F:29])[C:5]2[C:9]([CH:10]=1)=[N:8][N:14]1[C:13]([CH:15]3[CH2:20][CH2:19][NH:18][CH2:17][CH2:16]3)=[CH:12][C:11](=[O:28])[NH:7][C:6]=21. (6) Given the reactants Br[C:2]1[C:3]2[O:12][C:11]([CH2:13][N:14]3[CH2:19][CH2:18][N:17]([S:20]([CH3:23])(=[O:22])=[O:21])[CH2:16][C@H:15]3[CH3:24])=[CH:10][C:4]=2[C:5](=[O:9])[N:6]([CH3:8])[CH:7]=1.[CH:25]1([CH2:28][O:29][C:30]2[CH:31]=[N:32][CH:33]=[CH:34][C:35]=2B2OC(C)(C)C(C)(C)O2)[CH2:27][CH2:26]1.C(=O)([O-])[O-].[Na+].[Na+], predict the reaction product. The product is: [CH:25]1([CH2:28][O:29][C:30]2[CH:31]=[N:32][CH:33]=[CH:34][C:35]=2[C:2]2[C:3]3[O:12][C:11]([CH2:13][N:14]4[CH2:19][CH2:18][N:17]([S:20]([CH3:23])(=[O:22])=[O:21])[CH2:16][C@H:15]4[CH3:24])=[CH:10][C:4]=3[C:5](=[O:9])[N:6]([CH3:8])[CH:7]=2)[CH2:26][CH2:27]1. (7) Given the reactants [CH3:1][C:2]1[CH:7]=[CH:6][N:5]=[CH:4][CH:3]=1.[F:8][C:9]1[CH:19]=[CH:18][CH:17]=[C:16]([F:20])C=1C(OCC)=O.C[Si]([N-][Si](C)(C)C)(C)C.[Li+].O.[O:32]1CC[CH2:34][CH2:33]1, predict the reaction product. The product is: [F:8][C:9]1[CH:19]=[CH:18][CH:17]=[C:16]([F:20])[C:1]=1[C:2]1([CH2:34][CH:33]=[O:32])[CH:7]=[CH:6][N:5]=[CH:4][CH2:3]1. (8) Given the reactants [NH2:1][C:2]1[CH:7]=[CH:6][C:5]([C:8]([CH2:12][CH3:13])([OH:11])[CH2:9][CH3:10])=[CH:4][C:3]=1[OH:14].[C:15](OC(=O)C)(=[O:17])[CH3:16], predict the reaction product. The product is: [CH2:9]([C:8]([C:5]1[CH:6]=[CH:7][C:2]([NH:1][C:15](=[O:17])[CH3:16])=[C:3]([OH:14])[CH:4]=1)([OH:11])[CH2:12][CH3:13])[CH3:10]. (9) Given the reactants [CH3:1]OP(C(=[N+]=[N-])C(=O)C)(=O)OC.[C:13]([C:15]1[CH:16]=[N:17][C:18]2[C:23]([CH:24]=1)=[CH:22][C:21]([O:25][CH:26]([S:36][CH3:37])[C:27]([NH:29][C:30]1([CH:34]=O)[CH2:33][CH2:32][CH2:31]1)=[O:28])=[CH:20][CH:19]=2)#[CH:14].C(=O)([O-])[O-].[K+].[K+], predict the reaction product. The product is: [C:34]([C:30]1([NH:29][C:27](=[O:28])[CH:26]([O:25][C:21]2[CH:22]=[C:23]3[C:18](=[CH:19][CH:20]=2)[N:17]=[CH:16][C:15]([C:13]#[CH:14])=[CH:24]3)[S:36][CH3:37])[CH2:33][CH2:32][CH2:31]1)#[CH:1]. (10) Given the reactants Br[C:2]1[N:3]=[C:4]2[C:10]3[CH:11]=[CH:12][CH:13]=[CH:14][C:9]=3[NH:8][C:7]3[N:15]=[CH:16][CH:17]=[CH:18][C:6]=3[N:5]2[C:19]=1[C:20]1[CH:25]=[CH:24][C:23]([C:26]2([NH:30][C:31](=[O:37])[O:32][C:33]([CH3:36])([CH3:35])[CH3:34])[CH2:29][CH2:28][CH2:27]2)=[CH:22][CH:21]=1.CC1(C)C(C)(C)OB([C:46]2[CH:51]=[CH:50][C:49]([N:52]3[CH2:57][CH2:56][CH2:55][CH2:54][C:53]3=[O:58])=[CH:48][CH:47]=2)O1.C([O-])([O-])=O.[Na+].[Na+], predict the reaction product. The product is: [C:33]([O:32][C:31](=[O:37])[NH:30][C:26]1([C:23]2[CH:24]=[CH:25][C:20]([C:19]3[N:5]4[C:6]5[CH:18]=[CH:17][CH:16]=[N:15][C:7]=5[NH:8][C:9]5[CH:14]=[CH:13][CH:12]=[CH:11][C:10]=5[C:4]4=[N:3][C:2]=3[C:46]3[CH:51]=[CH:50][C:49]([N:52]4[CH2:57][CH2:56][CH2:55][CH2:54][C:53]4=[O:58])=[CH:48][CH:47]=3)=[CH:21][CH:22]=2)[CH2:29][CH2:28][CH2:27]1)([CH3:35])([CH3:34])[CH3:36].